This data is from Catalyst prediction with 721,799 reactions and 888 catalyst types from USPTO. The task is: Predict which catalyst facilitates the given reaction. (1) Reactant: [C:1]([O:5][C:6]([N:8]1[CH2:13][CH2:12][N:11]([CH2:14][C:15]([N:17]2[C:25]3[C:20](=[CH:21][CH:22]=[C:23]([C:26]([CH3:28])=[CH2:27])[CH:24]=3)[CH2:19][CH2:18]2)=[O:16])[CH2:10][C@H:9]1[CH3:29])=[O:7])([CH3:4])([CH3:3])[CH3:2]. Product: [C:1]([O:5][C:6]([N:8]1[CH2:13][CH2:12][N:11]([CH2:14][C:15]([N:17]2[C:25]3[C:20](=[CH:21][CH:22]=[C:23]([CH:26]([CH3:28])[CH3:27])[CH:24]=3)[CH2:19][CH2:18]2)=[O:16])[CH2:10][C@H:9]1[CH3:29])=[O:7])([CH3:4])([CH3:3])[CH3:2]. The catalyst class is: 43. (2) Reactant: [NH2:1][C:2]1[C:7]([OH:8])=[C:6]([Cl:9])[CH:5]=[C:4]([F:10])[C:3]=1[N:11]1[C:16](=[O:17])[CH:15]=[C:14]([C:18]([F:21])([F:20])[F:19])[N:13]([CH3:22])[C:12]1=[O:23].Br[CH2:25]/[CH:26]=[CH:27]/[C:28]([O:30][CH3:31])=[O:29].C(=O)(O)[O-].[Na+]. Product: [Cl:9][C:6]1[C:7]2[O:8][CH:26]([CH2:27][C:28]([O:30][CH3:31])=[O:29])[CH2:25][NH:1][C:2]=2[C:3]([N:11]2[C:16](=[O:17])[CH:15]=[C:14]([C:18]([F:21])([F:20])[F:19])[N:13]([CH3:22])[C:12]2=[O:23])=[C:4]([F:10])[CH:5]=1. The catalyst class is: 5. (3) Reactant: [C:1]([C:5]1[CH:44]=[CH:43][C:8]([C:9]([NH:11][C@@H:12]([CH2:17][C:18]2[CH:23]=[CH:22][C:21]([C:24]3[O:28][N:27]=[C:26]([C:29]4[CH:34]=[CH:33][C:32]([O:35][CH2:36][CH2:37][CH2:38][CH2:39][CH2:40][CH2:41][CH3:42])=[CH:31][CH:30]=4)[N:25]=3)=[CH:20][CH:19]=2)[C:13]([O:15]C)=[O:14])=[O:10])=[CH:7][CH:6]=1)([CH3:4])([CH3:3])[CH3:2].[OH-].[Na+]. Product: [C:1]([C:5]1[CH:44]=[CH:43][C:8]([C:9]([NH:11][C@@H:12]([CH2:17][C:18]2[CH:23]=[CH:22][C:21]([C:24]3[O:28][N:27]=[C:26]([C:29]4[CH:30]=[CH:31][C:32]([O:35][CH2:36][CH2:37][CH2:38][CH2:39][CH2:40][CH2:41][CH3:42])=[CH:33][CH:34]=4)[N:25]=3)=[CH:20][CH:19]=2)[C:13]([OH:15])=[O:14])=[O:10])=[CH:7][CH:6]=1)([CH3:3])([CH3:2])[CH3:4]. The catalyst class is: 5. (4) Reactant: [C:1](Cl)(=[O:3])[CH3:2].Cl.Cl.[CH2:7]([N:14]1[CH2:21][CH:20]2[O:22][CH:16]([CH2:17][NH:18][CH2:19]2)[CH2:15]1)[C:8]1[CH:13]=[CH:12][CH:11]=[CH:10][CH:9]=1.C(=O)([O-])[O-].[Cs+].[Cs+]. Product: [CH2:7]([N:14]1[CH2:21][CH:20]2[O:22][CH:16]([CH2:17][N:18]([C:1](=[O:3])[CH3:2])[CH2:19]2)[CH2:15]1)[C:8]1[CH:9]=[CH:10][CH:11]=[CH:12][CH:13]=1. The catalyst class is: 2. (5) Reactant: [Cl:1][C:2]1[CH:3]=[C:4]([C:12]2[O:16][N:15]=[C:14]([C:17]3[C:27]4[O:26][CH2:25][CH2:24][N:23]([C:28]([O:30][C:31]([CH3:34])([CH3:33])[CH3:32])=[O:29])[CH:22]([CH2:35][CH2:36][CH2:37][C:38]([O:40]CC)=[O:39])[C:21]=4[CH:20]=[CH:19][CH:18]=3)[N:13]=2)[CH:5]=[CH:6][C:7]=1[O:8][CH:9]([CH3:11])[CH3:10].[OH-].[Na+]. Product: [Cl:1][C:2]1[CH:3]=[C:4]([C:12]2[O:16][N:15]=[C:14]([C:17]3[C:27]4[O:26][CH2:25][CH2:24][N:23]([C:28]([O:30][C:31]([CH3:32])([CH3:33])[CH3:34])=[O:29])[CH:22]([CH2:35][CH2:36][CH2:37][C:38]([OH:40])=[O:39])[C:21]=4[CH:20]=[CH:19][CH:18]=3)[N:13]=2)[CH:5]=[CH:6][C:7]=1[O:8][CH:9]([CH3:11])[CH3:10]. The catalyst class is: 8. (6) Reactant: [CH3:1][O:2][C:3]([C:5]1[C:9]2[N:10]=[CH:11][N:12](COCC[Si](C)(C)C)[C:13](=[O:14])[C:8]=2[N:7]([CH2:23][O:24][CH2:25][CH2:26][Si:27]([CH3:30])([CH3:29])[CH3:28])[C:6]=1[Cl:31])=[O:4].[F-].C([N+](CCCC)(CCCC)CCCC)CCC. Product: [CH3:1][O:2][C:3]([C:5]1[C:9]2[N:10]=[CH:11][NH:12][C:13](=[O:14])[C:8]=2[N:7]([CH2:23][O:24][CH2:25][CH2:26][Si:27]([CH3:30])([CH3:29])[CH3:28])[C:6]=1[Cl:31])=[O:4]. The catalyst class is: 1. (7) Reactant: [CH3:1][O:2][C:3]1[CH:4]=[C:5]2[C:10](=[CH:11][C:12]=1[O:13][CH3:14])[N:9]=[CH:8][N:7]=[C:6]2[O:15][C:16]1[CH:22]=[CH:21][C:19]([NH2:20])=[CH:18][CH:17]=1.C(O)C.[C:26]1([C:32]([N:34]=[C:35]=[S:36])=[O:33])[CH:31]=[CH:30][CH:29]=[CH:28][CH:27]=1. Product: [C:32]([NH:34][C:35]([NH:20][C:19]1[CH:21]=[CH:22][C:16]([O:15][C:6]2[C:5]3[C:10](=[CH:11][C:12]([O:13][CH3:14])=[C:3]([O:2][CH3:1])[CH:4]=3)[N:9]=[CH:8][N:7]=2)=[CH:17][CH:18]=1)=[S:36])(=[O:33])[C:26]1[CH:31]=[CH:30][CH:29]=[CH:28][CH:27]=1. The catalyst class is: 11.